This data is from Retrosynthesis with 50K atom-mapped reactions and 10 reaction types from USPTO. The task is: Predict the reactants needed to synthesize the given product. (1) Given the product CCOC(=O)C(Cc1cc(OC)ccc1OC)C(C)=O, predict the reactants needed to synthesize it. The reactants are: CCOC(=O)C(=Cc1cc(OC)ccc1OC)C(C)=O. (2) Given the product Cc1csc2ccc(C3CCNC(C)C3)cc12, predict the reactants needed to synthesize it. The reactants are: Cc1csc2ccc(C3=CCNC(C)C3)cc12. (3) Given the product CC(NC(=O)OC(C)(C)C)c1cccc(N2CCC(N(C)C)C2)c1, predict the reactants needed to synthesize it. The reactants are: CN(C)[C@@H]1CCNC1.C[C@H](NC(=O)OC(C)(C)C)c1cccc(Br)c1. (4) Given the product CCNC(=O)Oc1cc(C(C)C)ccc1C1(NC(C)=O)C(=O)c2cccc(N)c2C1=O, predict the reactants needed to synthesize it. The reactants are: CCNC(=O)Oc1cc(C(C)C)ccc1C1(NC(C)=O)C(=O)c2cccc([N+](=O)[O-])c2C1=O. (5) Given the product COc1cc(N2CCN(C(C)=O)CC2)cc(C)c1OCCCN1CCN(c2cccc3sccc23)CC1, predict the reactants needed to synthesize it. The reactants are: CC(=O)N1CCNCC1.COc1cc(Br)cc(C)c1OCCCN1CCN(c2cccc3sccc23)CC1.